From a dataset of Full USPTO retrosynthesis dataset with 1.9M reactions from patents (1976-2016). Predict the reactants needed to synthesize the given product. (1) The reactants are: [N+:1]([C:4]1[CH:9]=[CH:8][C:7]([N:10]2[CH2:15][CH2:14][CH2:13][CH2:12][CH2:11]2)=[CH:6][C:5]=1[B:16]1[O:20][C:19]([CH3:22])([CH3:21])[C:18]([CH3:24])([CH3:23])[O:17]1)([O-])=O. Given the product [N:10]1([C:7]2[CH:8]=[CH:9][C:4]([NH2:1])=[C:5]([B:16]3[O:20][C:19]([CH3:22])([CH3:21])[C:18]([CH3:24])([CH3:23])[O:17]3)[CH:6]=2)[CH2:11][CH2:12][CH2:13][CH2:14][CH2:15]1, predict the reactants needed to synthesize it. (2) Given the product [O:3]=[C:4]1[C:5]([C:6]([OH:7])=[O:8])=[CH:9][CH:10]=[N:11][N:12]1[C:13]1[CH:18]=[CH:17][CH:16]=[CH:15][N:14]=1, predict the reactants needed to synthesize it. The reactants are: CC1(C)[O:7][C:6](=[O:8])[C:5](=[CH:9]/[CH:10]=[N:11]/[NH:12][C:13]2[CH:18]=[CH:17][CH:16]=[CH:15][N:14]=2)[C:4](=O)[O:3]1.C[O-].[Na+].Cl. (3) Given the product [Br:13][CH:9]([C:5]1[CH:6]=[CH:7][CH:8]=[C:3]([O:2][CH3:1])[CH:4]=1)[C:10](=[O:12])[CH3:11], predict the reactants needed to synthesize it. The reactants are: [CH3:1][O:2][C:3]1[CH:4]=[C:5]([CH2:9][C:10](=[O:12])[CH3:11])[CH:6]=[CH:7][CH:8]=1.[Br:13]Br.C([O-])(O)=O.[Na+]. (4) Given the product [C:1]1([C:7]2[C:11]([C:12]([F:13])([F:15])[F:14])=[C:10]([C:16]3[NH:34][N:35]=[C:19]4[C:18]=3[CH2:27][CH2:26][C:25]3[CH:24]=[C:23]([CH:28]=[CH2:29])[CH:22]=[CH:21][C:20]4=3)[O:9][N:8]=2)[CH:2]=[CH:3][CH:4]=[CH:5][CH:6]=1, predict the reactants needed to synthesize it. The reactants are: [C:1]1([C:7]2[C:11]([C:12]([F:15])([F:14])[F:13])=[C:10]([C:16]([CH:18]3[CH2:27][CH2:26][C:25]4[C:20](=[CH:21][CH:22]=[C:23]([CH:28]=[CH2:29])[CH:24]=4)[C:19]3=O)=O)[O:9][N:8]=2)[CH:6]=[CH:5][CH:4]=[CH:3][CH:2]=1.CO.O.[NH2:34][NH2:35].